Dataset: NCI-60 drug combinations with 297,098 pairs across 59 cell lines. Task: Regression. Given two drug SMILES strings and cell line genomic features, predict the synergy score measuring deviation from expected non-interaction effect. (1) Drug 1: CN(CC1=CN=C2C(=N1)C(=NC(=N2)N)N)C3=CC=C(C=C3)C(=O)NC(CCC(=O)O)C(=O)O. Drug 2: C1CC(=O)NC(=O)C1N2C(=O)C3=CC=CC=C3C2=O. Cell line: HCC-2998. Synergy scores: CSS=33.7, Synergy_ZIP=3.50, Synergy_Bliss=4.97, Synergy_Loewe=-48.4, Synergy_HSA=1.66. (2) Drug 1: CC1=C(N=C(N=C1N)C(CC(=O)N)NCC(C(=O)N)N)C(=O)NC(C(C2=CN=CN2)OC3C(C(C(C(O3)CO)O)O)OC4C(C(C(C(O4)CO)O)OC(=O)N)O)C(=O)NC(C)C(C(C)C(=O)NC(C(C)O)C(=O)NCCC5=NC(=CS5)C6=NC(=CS6)C(=O)NCCC[S+](C)C)O. Drug 2: CCN(CC)CCCC(C)NC1=C2C=C(C=CC2=NC3=C1C=CC(=C3)Cl)OC. Cell line: CCRF-CEM. Synergy scores: CSS=48.4, Synergy_ZIP=-5.37, Synergy_Bliss=-3.08, Synergy_Loewe=-1.72, Synergy_HSA=-0.532. (3) Drug 1: CC1C(C(=O)NC(C(=O)N2CCCC2C(=O)N(CC(=O)N(C(C(=O)O1)C(C)C)C)C)C(C)C)NC(=O)C3=C4C(=C(C=C3)C)OC5=C(C(=O)C(=C(C5=N4)C(=O)NC6C(OC(=O)C(N(C(=O)CN(C(=O)C7CCCN7C(=O)C(NC6=O)C(C)C)C)C)C(C)C)C)N)C. Drug 2: C1C(C(OC1N2C=NC(=NC2=O)N)CO)O. Cell line: HCT-15. Synergy scores: CSS=3.52, Synergy_ZIP=0.423, Synergy_Bliss=0.450, Synergy_Loewe=-1.73, Synergy_HSA=-1.09. (4) Drug 1: CC1C(C(CC(O1)OC2CC(CC3=C2C(=C4C(=C3O)C(=O)C5=C(C4=O)C(=CC=C5)OC)O)(C(=O)CO)O)N)O.Cl. Drug 2: CC1OCC2C(O1)C(C(C(O2)OC3C4COC(=O)C4C(C5=CC6=C(C=C35)OCO6)C7=CC(=C(C(=C7)OC)O)OC)O)O. Cell line: M14. Synergy scores: CSS=33.0, Synergy_ZIP=10.4, Synergy_Bliss=10.0, Synergy_Loewe=-1.05, Synergy_HSA=9.45. (5) Drug 1: C1CCC(C1)C(CC#N)N2C=C(C=N2)C3=C4C=CNC4=NC=N3. Drug 2: CC1CCCC2(C(O2)CC(NC(=O)CC(C(C(=O)C(C1O)C)(C)C)O)C(=CC3=CSC(=N3)C)C)C. Cell line: MDA-MB-435. Synergy scores: CSS=0.729, Synergy_ZIP=5.42, Synergy_Bliss=8.21, Synergy_Loewe=-9.62, Synergy_HSA=1.94.